From a dataset of Reaction yield outcomes from USPTO patents with 853,638 reactions. Predict the reaction yield, written as a fraction of the theoretical maximum amount of product (1.0 means a 100% yield; for example, 0.34 means a 34% yield). The reactants are C[O:2][C:3]1[CH:8]=[CH:7][C:6]([CH3:9])=[CH:5][C:4]=1[CH3:10].[CH3:11][O:12][CH:13](Cl)Cl.O. The catalyst is C(Cl)Cl.[Ti](Cl)(Cl)(Cl)Cl. The product is [CH3:11][O:12][C:13]1[C:4]([CH3:10])=[CH:5][C:6]([CH3:9])=[CH:7][C:8]=1[CH:3]=[O:2]. The yield is 0.980.